Dataset: Forward reaction prediction with 1.9M reactions from USPTO patents (1976-2016). Task: Predict the product of the given reaction. (1) The product is: [CH2:28]([O:6][C:5](=[O:7])[C:4]1[CH:8]=[CH:9][C:10]([O:11][CH3:12])=[C:2]([O:1][CH2:14][C:15]2[CH:19]=[C:18]([CH3:20])[O:17][N:16]=2)[CH:3]=1)[CH3:29]. Given the reactants [OH:1][C:2]1[CH:3]=[C:4]([CH:8]=[CH:9][C:10]=1[O:11][CH3:12])[C:5]([OH:7])=[O:6].Cl[CH2:14][C:15]1[CH:19]=[C:18]([CH3:20])[O:17][N:16]=1.C([O-])([O-])=O.[K+].[K+].N[C@H:28](C(O)=O)[CH2:29]C1C=C2C(C=CC=C2)=CC=1, predict the reaction product. (2) Given the reactants [CH2:1]([O:8][C:9]([N:11]1[CH2:20][CH2:19][C:18]2[C:13](=[CH:14][C:15]([OH:21])=[CH:16][CH:17]=2)[CH2:12]1)=[O:10])[C:2]1[CH:7]=[CH:6][CH:5]=[CH:4][CH:3]=1.[C:22]([O:26][C:27]([N:29]1[CH2:34][CH2:33][C:32]([C:38]#[N:39])([CH2:35][CH2:36]O)[CH2:31][CH2:30]1)=[O:28])([CH3:25])([CH3:24])[CH3:23].C1(P(C2C=CC=CC=2)C2C=CC=CC=2)C=CC=CC=1.N(C(OCC)=O)=NC(OCC)=O, predict the reaction product. The product is: [CH2:1]([O:8][C:9]([N:11]1[CH2:20][CH2:19][C:18]2[C:13](=[CH:14][C:15]([O:21][CH2:36][CH2:35][C:32]3([C:38]#[N:39])[CH2:33][CH2:34][N:29]([C:27]([O:26][C:22]([CH3:24])([CH3:23])[CH3:25])=[O:28])[CH2:30][CH2:31]3)=[CH:16][CH:17]=2)[CH2:12]1)=[O:10])[C:2]1[CH:7]=[CH:6][CH:5]=[CH:4][CH:3]=1. (3) Given the reactants [CH3:1][C:2]1[CH:10]=[CH:9][CH:8]=[CH:7][C:3]=1[C:4]([OH:6])=O.[CH3:11][C:12]1[N:17]=[CH:16][C:15]([C:18]2([CH2:24][NH2:25])[CH2:23][CH2:22][O:21][CH2:20][CH2:19]2)=[CH:14][CH:13]=1, predict the reaction product. The product is: [CH3:1][C:2]1[CH:10]=[CH:9][CH:8]=[CH:7][C:3]=1[C:4]([NH:25][CH2:24][C:18]1([C:15]2[CH:16]=[N:17][C:12]([CH3:11])=[CH:13][CH:14]=2)[CH2:19][CH2:20][O:21][CH2:22][CH2:23]1)=[O:6]. (4) Given the reactants [Cl:1][C:2]1[CH:7]=[CH:6][CH:5]=[C:4]([OH:8])[C:3]=1B(O)O.C([O-])([O-])=O.[Na+].[Na+].C1(C)C=CC=CC=1.[Br:25][C:26]1[CH:31]=[CH:30][C:29]([CH3:32])=[C:28](I)[CH:27]=1, predict the reaction product. The product is: [Br:25][C:26]1[CH:27]=[CH:28][C:29]([CH3:32])=[C:30]([C:3]2[C:4]([OH:8])=[CH:5][CH:6]=[CH:7][C:2]=2[Cl:1])[CH:31]=1. (5) The product is: [C:8]([O:9][C:10]1[CH:15]=[CH:14][C:13]([C:16]2[CH:21]=[CH:20][CH:19]=[CH:18][CH:17]=2)=[CH:12][CH:11]=1)#[CH:7]. Given the reactants [Li]CCCC.I/[CH:7]=[CH:8]/[O:9][C:10]1[CH:15]=[CH:14][C:13]([C:16]2[CH:21]=[CH:20][CH:19]=[CH:18][CH:17]=2)=[CH:12][CH:11]=1, predict the reaction product. (6) Given the reactants [CH2:1]1[O:3][C@@H:2]1[CH2:4][OH:5].[NH:6]1[CH2:11][CH2:10][O:9][CH2:8][CH2:7]1, predict the reaction product. The product is: [N:6]1([CH2:1][C@H:2]([OH:3])[CH2:4][OH:5])[CH2:11][CH2:10][O:9][CH2:8][CH2:7]1. (7) The product is: [Br:3][C:4]1[CH:5]=[C:6]([C:10]2([C:12]3[CH:17]=[CH:16][C:15]([O:18][CH:19]([F:20])[F:21])=[C:14]([CH3:22])[CH:13]=3)[CH2:11][O:27][C:28]([NH2:32])=[N:23]2)[CH:7]=[CH:8][CH:9]=1. Given the reactants II.[Br:3][C:4]1[CH:5]=[C:6]([C:10]([C:12]2[CH:17]=[CH:16][C:15]([O:18][CH:19]([F:21])[F:20])=[C:14]([CH3:22])[CH:13]=2)=[CH2:11])[CH:7]=[CH:8][CH:9]=1.[NH3:23].C([O:27][CH2:28]C)(=O)C.C(#[N:32])C, predict the reaction product. (8) The product is: [NH2:25][C@@H:10]([CH2:11][C:12]1[CH:17]=[CH:16][C:15]([C:18]2[CH:23]=[C:22]([CH3:24])[CH:21]=[CH:20][N:19]=2)=[CH:14][CH:13]=1)[C@@H:9]([OH:36])[CH2:8][C@@H:7]([NH:6][C:4](=[O:5])[C@@H:3]([N:44]1[CH2:48][CH2:47][N:46]([CH2:49][C:50]2[CH:55]=[CH:54][CH:53]=[C:52]([CH3:56])[N:51]=2)[C:45]1=[O:57])[C:2]([CH3:1])([CH3:58])[CH3:59])[CH2:37][C:38]1[CH:43]=[CH:42][CH:41]=[CH:40][CH:39]=1. Given the reactants [CH3:1][C:2]([CH3:59])([CH3:58])[C@H:3]([N:44]1[CH2:48][CH2:47][N:46]([CH2:49][C:50]2[CH:55]=[CH:54][CH:53]=[C:52]([CH3:56])[N:51]=2)[C:45]1=[O:57])[C:4]([NH:6][C@@H:7]([CH2:37][C:38]1[CH:43]=[CH:42][CH:41]=[CH:40][CH:39]=1)[CH2:8][C@H:9]([OH:36])[C@@H:10]([NH:25]C(=O)OCC1C=CC=CC=1)[CH2:11][C:12]1[CH:17]=[CH:16][C:15]([C:18]2[CH:23]=[C:22]([CH3:24])[CH:21]=[CH:20][N:19]=2)=[CH:14][CH:13]=1)=[O:5].Cl, predict the reaction product. (9) Given the reactants [C:1]([O:5][C:6]([NH:8][C@@H:9]([CH2:13][CH2:14][CH3:15])[C:10]([OH:12])=O)=[O:7])([CH3:4])([CH3:3])[CH3:2].CCN=C=NC[CH2:22][CH2:23][N:24]([CH3:26])C.Cl.CN1CCOCC1.N1CCC1, predict the reaction product. The product is: [N:24]1([C:10](=[O:12])[C@@H:9]([NH:8][C:6](=[O:7])[O:5][C:1]([CH3:2])([CH3:3])[CH3:4])[CH2:13][CH2:14][CH3:15])[CH2:23][CH2:22][CH2:26]1. (10) The product is: [NH2:1][C:4]1[CH:8]=[C:7]([C:9]([O:11][CH3:12])=[O:10])[N:6]([C:13]2[CH:18]=[CH:17][CH:16]=[CH:15][CH:14]=2)[N:5]=1. Given the reactants [N+:1]([C:4]1[CH:8]=[C:7]([C:9]([O:11][CH3:12])=[O:10])[N:6]([C:13]2[CH:18]=[CH:17][CH:16]=[CH:15][CH:14]=2)[N:5]=1)([O-])=O.[NH4+].[Cl-], predict the reaction product.